This data is from Forward reaction prediction with 1.9M reactions from USPTO patents (1976-2016). The task is: Predict the product of the given reaction. (1) Given the reactants [F:1][C:2]1[CH:3]=[N:4][CH:5]=[C:6]([CH:28]=1)[C:7]([C:9]1[CH:10]=[C:11]2[C:16](=[C:17]([C:19]([NH:21][C:22]3[S:23][CH:24]=[C:25]([CH3:27])[N:26]=3)=[O:20])[CH:18]=1)[N:15]=[CH:14][CH:13]=[CH:12]2)=[O:8].CO.[BH4-].[Na+].O, predict the reaction product. The product is: [F:1][C:2]1[CH:28]=[C:6]([CH:7]([OH:8])[C:9]2[CH:10]=[C:11]3[C:16](=[C:17]([C:19]([NH:21][C:22]4[S:23][CH:24]=[C:25]([CH3:27])[N:26]=4)=[O:20])[CH:18]=2)[N:15]=[CH:14][CH:13]=[CH:12]3)[CH:5]=[N:4][CH:3]=1. (2) Given the reactants [Cl:1][C:2]1[CH:3]=[C:4]([CH2:9][S:10]([NH:13][C:14]2[C:19]([O:20][CH3:21])=[CH:18][C:17](I)=[CH:16][N:15]=2)(=[O:12])=[O:11])[CH:5]=[C:6]([Cl:8])[CH:7]=1.[CH3:23][CH:24]([SH:26])[CH3:25].CC1(C)C2C=CC=C(P(C3C=CC=CC=3)C3C=CC=CC=3)C=2OC2C1=CC=CC=2P(C1C=CC=CC=1)C1C=CC=CC=1.CCN(C(C)C)C(C)C, predict the reaction product. The product is: [Cl:1][C:2]1[CH:3]=[C:4]([CH2:9][S:10]([NH:13][C:14]2[C:19]([O:20][CH3:21])=[CH:18][C:17]([S:26][CH:24]([CH3:25])[CH3:23])=[CH:16][N:15]=2)(=[O:12])=[O:11])[CH:5]=[C:6]([Cl:8])[CH:7]=1. (3) Given the reactants [OH:1][C:2]1[CH:7]=[CH:6][C:5]([CH2:8][C:9]([O:11]C)=[O:10])=[CH:4][CH:3]=1.C(=O)([O-])[O-].[K+].[K+].Br[C:20]([CH3:29])([CH3:28])[C:21]([O:23][C:24]([CH3:27])([CH3:26])[CH3:25])=[O:22].[OH-].[K+], predict the reaction product. The product is: [C:24]([O:23][C:21](=[O:22])[C:20]([CH3:29])([O:1][C:2]1[CH:3]=[CH:4][C:5]([CH2:8][C:9]([OH:11])=[O:10])=[CH:6][CH:7]=1)[CH3:28])([CH3:27])([CH3:26])[CH3:25]. (4) Given the reactants [Cl:1][C:2]1[CH:3]=[C:4]([NH:8][C:9]([C:11]2[CH:15]=[N:14][O:13][N:12]=2)=O)[CH:5]=[CH:6][CH:7]=1.COC1C=CC(P2(=S)SP(C3C=CC(OC)=CC=3)(=S)[S:25]2)=CC=1, predict the reaction product. The product is: [Cl:1][C:2]1[CH:3]=[C:4]([NH:8][C:9]([C:11]2[CH:15]=[N:14][O:13][N:12]=2)=[S:25])[CH:5]=[CH:6][CH:7]=1. (5) Given the reactants [O:1]1[CH2:14][CH:2]1[CH2:3][O:4][C:5]1[CH:10]=[CH:9][C:8]([N+:11]([O-:13])=[O:12])=[CH:7][CH:6]=1.[CH3:15][NH:16][CH3:17], predict the reaction product. The product is: [OH:1][CH:2]([CH2:14][N:16]([CH3:17])[CH3:15])[CH2:3][O:4][C:5]1[CH:10]=[CH:9][C:8]([N+:11]([O-:13])=[O:12])=[CH:7][CH:6]=1. (6) Given the reactants Cl[C:2]1[C:3]([C:8]2[NH:12][C:11]3[CH:13]=[CH:14][CH:15]=[CH:16][C:10]=3[N:9]=2)=[N:4][CH:5]=[CH:6][N:7]=1.[CH3:17][NH:18][CH3:19], predict the reaction product. The product is: [CH3:17][N:18]([CH3:19])[C:2]1[C:3]([C:8]2[NH:12][C:11]3[CH:13]=[CH:14][CH:15]=[CH:16][C:10]=3[N:9]=2)=[N:4][CH:5]=[CH:6][N:7]=1. (7) The product is: [CH:22]1([N:10]2[C:9]3[CH:28]=[CH:29][C:6]([C:4]([O:3][CH2:1][CH3:2])=[O:5])=[CH:7][C:8]=3[N:12]=[C:11]2[C:13]2[CH:18]=[C:40]3[C:41](=[CH:15][CH:14]=2)[N:36]=[C:37]([C:30]([OH:35])=[O:34])[CH:38]=[CH:39]3)[CH2:27][CH2:26][CH2:25][CH2:24][CH2:23]1. Given the reactants [CH2:1]([O:3][C:4]([C:6]1[CH:29]=[CH:28][C:9]2[N:10]([CH:22]3[CH2:27][CH2:26][CH2:25][CH2:24][CH2:23]3)[C:11]([C:13]3[CH:18]=CC(N)=[C:15](C=O)[CH:14]=3)=[N:12][C:8]=2[CH:7]=1)=[O:5])[CH3:2].[C:30]([OH:35])(=[O:34])C(C)=O.[NH:36]1[CH2:41][CH2:40][CH2:39][CH2:38][CH2:37]1, predict the reaction product. (8) Given the reactants [O:1]1[C:5]2[CH:6]=[CH:7][CH:8]=[CH:9][C:4]=2[CH:3]=[C:2]1[C:10]([NH:12][CH2:13][CH2:14][O:15][C:16]1[CH:26]=[CH:25][C:19]([C:20]([O:22][CH2:23][CH3:24])=O)=[CH:18][CH:17]=1)=[O:11].P12(SP3(SP(SP(S3)(S1)=S)(=S)S2)=S)=[S:28].C[Si](C)(C)O[Si](C)(C)C, predict the reaction product. The product is: [O:1]1[C:5]2[CH:6]=[CH:7][CH:8]=[CH:9][C:4]=2[CH:3]=[C:2]1[C:10]([NH:12][CH2:13][CH2:14][O:15][C:16]1[CH:26]=[CH:25][C:19]([C:20]([O:22][CH2:23][CH3:24])=[S:28])=[CH:18][CH:17]=1)=[O:11]. (9) Given the reactants [BH4-].[Na+].[Cl:3][C:4]1[CH:11]=[C:10]([O:12][CH2:13][CH2:14][N:15]([CH3:22])[C:16]2[CH:21]=[CH:20][CH:19]=[CH:18][N:17]=2)[CH:9]=[CH:8][C:5]=1[CH:6]=[O:7].Cl.C(=O)([O-])O.[Na+], predict the reaction product. The product is: [Cl:3][C:4]1[CH:11]=[C:10]([O:12][CH2:13][CH2:14][N:15]([CH3:22])[C:16]2[CH:21]=[CH:20][CH:19]=[CH:18][N:17]=2)[CH:9]=[CH:8][C:5]=1[CH2:6][OH:7]. (10) Given the reactants [CH3:1][O:2][C:3]1[CH:9]=[C:8]([S:10]([CH3:13])(=[O:12])=[O:11])[CH:7]=[CH:6][C:4]=1[NH2:5].Cl[C:15]1[N:20]=[C:19]([NH:21][CH3:22])[C:18]([C:23]([F:26])([F:25])[F:24])=[CH:17][N:16]=1, predict the reaction product. The product is: [CH3:1][O:2][C:3]1[CH:9]=[C:8]([S:10]([CH3:13])(=[O:12])=[O:11])[CH:7]=[CH:6][C:4]=1[NH:5][C:15]1[N:20]=[C:19]([NH:21][CH3:22])[C:18]([C:23]([F:26])([F:24])[F:25])=[CH:17][N:16]=1.